From a dataset of Full USPTO retrosynthesis dataset with 1.9M reactions from patents (1976-2016). Predict the reactants needed to synthesize the given product. (1) Given the product [NH2:13][C:12]1[CH:11]=[CH:10][C:7]([C:8]#[N:9])=[CH:6][C:5]=1[O:4][C:3]1[CH:16]=[CH:17][CH:18]=[CH:19][C:2]=1[Br:1], predict the reactants needed to synthesize it. The reactants are: [Br:1][C:2]1[CH:19]=[CH:18][CH:17]=[CH:16][C:3]=1[O:4][C:5]1[CH:6]=[C:7]([CH:10]=[CH:11][C:12]=1[N+:13]([O-])=O)[C:8]#[N:9].O.O.[Sn](Cl)Cl. (2) The reactants are: [CH2:1]([O:8][C:9]1[C:14]([N+:15]([O-:17])=[O:16])=[C:13](Cl)[CH:12]=[CH:11][N:10]=1)[C:2]1[CH:7]=[CH:6][CH:5]=[CH:4][CH:3]=1.[CH3:19][O:20][C:21]1[CH:22]=[C:23](B(O)O)[CH:24]=[CH:25][CH:26]=1. Given the product [CH2:1]([O:8][C:9]1[C:14]([N+:15]([O-:17])=[O:16])=[C:13]([C:25]2[CH:24]=[CH:23][CH:22]=[C:21]([O:20][CH3:19])[CH:26]=2)[CH:12]=[CH:11][N:10]=1)[C:2]1[CH:7]=[CH:6][CH:5]=[CH:4][CH:3]=1, predict the reactants needed to synthesize it. (3) Given the product [C:17]([N:8]1[CH2:7][CH2:6][C:5]2[C:10](=[CH:11][C:2]([OH:1])=[C:3]([O:15][CH3:16])[CH:4]=2)[CH:9]1[CH:12]([CH3:14])[CH3:13])(=[O:19])[CH3:18], predict the reactants needed to synthesize it. The reactants are: [OH:1][C:2]1[CH:11]=[C:10]2[C:5]([CH2:6][CH2:7][NH:8][CH:9]2[CH:12]([CH3:14])[CH3:13])=[CH:4][C:3]=1[O:15][CH3:16].[C:17](OC(=O)C)(=[O:19])[CH3:18].C(N(CC)CC)C.